Dataset: Catalyst prediction with 721,799 reactions and 888 catalyst types from USPTO. Task: Predict which catalyst facilitates the given reaction. (1) Reactant: Cl.[Cl:2][C:3]1[C:4]([F:11])=[C:5]([NH:9][NH2:10])[CH:6]=[CH:7][CH:8]=1.[C:12](/[C:14](=[CH:20]\OCC)/[C:15]([O:17][CH2:18][CH3:19])=[O:16])#[N:13].C(N(CC)CC)C. Product: [NH2:13][C:12]1[N:9]([C:5]2[CH:6]=[CH:7][CH:8]=[C:3]([Cl:2])[C:4]=2[F:11])[N:10]=[CH:20][C:14]=1[C:15]([O:17][CH2:18][CH3:19])=[O:16]. The catalyst class is: 14. (2) The catalyst class is: 4. Reactant: C(OC(=O)[NH:7][C@H:8]1[CH2:13][C@@H:12]([N:14]2[CH2:21][C:20]3[C:16](=[N:17][N:18]([S:22]([CH3:25])(=[O:24])=[O:23])[CH:19]=3)[CH2:15]2)[CH2:11][O:10][C@@H:9]1[C:26]1[CH:31]=[C:30]([F:32])[C:29]([F:33])=[CH:28][C:27]=1[F:34])(C)(C)C.FC(F)(F)C(O)=O. Product: [F:34][C:27]1[CH:28]=[C:29]([F:33])[C:30]([F:32])=[CH:31][C:26]=1[C@@H:9]1[C@@H:8]([NH2:7])[CH2:13][C@@H:12]([N:14]2[CH2:21][C:20]3[C:16](=[N:17][N:18]([S:22]([CH3:25])(=[O:24])=[O:23])[CH:19]=3)[CH2:15]2)[CH2:11][O:10]1. (3) Reactant: [O:1]1[C:5]2[CH:6]=[CH:7][C:8]([C:10]3[NH:14][N:13]=[N:12][N:11]=3)=[CH:9][C:4]=2[O:3][CH2:2]1.Cl[CH2:16][C:17]([O:19][CH2:20][CH3:21])=[O:18].C(=O)([O-])[O-].[K+].[K+]. Product: [CH2:20]([O:19][C:17](=[O:18])[CH2:16][N:11]1[C:10]([C:8]2[CH:7]=[CH:6][C:5]3[O:1][CH2:2][O:3][C:4]=3[CH:9]=2)=[N:14][N:13]=[N:12]1)[CH3:21]. The catalyst class is: 21. (4) Reactant: [CH3:1][C:2]1[CH:3]=[C:4]([C:8](=[O:10])[CH3:9])[CH:5]=[CH:6][CH:7]=1.[Br:11]Br.C(=O)(O)[O-].[Na+]. Product: [Br:11][CH2:9][C:8]([C:4]1[CH:5]=[CH:6][CH:7]=[C:2]([CH3:1])[CH:3]=1)=[O:10]. The catalyst class is: 27.